This data is from Peptide-MHC class II binding affinity with 134,281 pairs from IEDB. The task is: Regression. Given a peptide amino acid sequence and an MHC pseudo amino acid sequence, predict their binding affinity value. This is MHC class II binding data. The peptide sequence is LDYKECEWPLTHTIG. The MHC is DRB1_0404 with pseudo-sequence DRB1_0404. The binding affinity (normalized) is 0.